The task is: Predict which catalyst facilitates the given reaction.. This data is from Catalyst prediction with 721,799 reactions and 888 catalyst types from USPTO. (1) Reactant: Br[CH2:2][C:3]1[C:12]([N+:13]([O-:15])=[O:14])=[CH:11][CH:10]=[CH:9][C:4]=1[C:5]([O:7]C)=O.Cl.[NH2:17][C:18]1([CH2:26][CH2:27][CH2:28][CH2:29][NH:30][C:31](=[O:40])[O:32][CH2:33][C:34]2[CH:39]=[CH:38][CH:37]=[CH:36][CH:35]=2)[CH2:23][CH2:22][C:21](=[O:24])[NH:20][C:19]1=[O:25].C(N(CC)CC)C. Product: [N+:13]([C:12]1[CH:11]=[CH:10][CH:9]=[C:4]2[C:3]=1[CH2:2][N:17]([C:18]1([CH2:26][CH2:27][CH2:28][CH2:29][NH:30][C:31](=[O:40])[O:32][CH2:33][C:34]3[CH:35]=[CH:36][CH:37]=[CH:38][CH:39]=3)[CH2:23][CH2:22][C:21](=[O:24])[NH:20][C:19]1=[O:25])[C:5]2=[O:7])([O-:15])=[O:14]. The catalyst class is: 3. (2) Reactant: Br[C:2]1[CH:8]=[C:7](Br)[CH:6]=[CH:5][C:3]=1[NH2:4].[C:10]1(B(O)O)[CH:15]=[CH:14][CH:13]=[CH:12][CH:11]=1.C(=O)([O-])[O-].[K+].[K+]. Product: [C:10]1([C:2]2[CH:8]=[C:7]([C:2]3[CH:8]=[CH:7][CH:6]=[CH:5][CH:3]=3)[CH:6]=[CH:5][C:3]=2[NH2:4])[CH:15]=[CH:14][CH:13]=[CH:12][CH:11]=1. The catalyst class is: 398. (3) Reactant: [CH2:1]([O:8][C:9]1[CH:14]=[CH:13][C:12]([CH2:15][C:16](O)=[O:17])=[CH:11][C:10]=1[CH3:19])[C:2]1[CH:7]=[CH:6][CH:5]=[CH:4][CH:3]=1.S(Cl)(Cl)=O.[NH3:24]. Product: [CH2:1]([O:8][C:9]1[CH:14]=[CH:13][C:12]([CH2:15][C:16]([NH2:24])=[O:17])=[CH:11][C:10]=1[CH3:19])[C:2]1[CH:7]=[CH:6][CH:5]=[CH:4][CH:3]=1. The catalyst class is: 224. (4) Reactant: [CH2:1]([N:8]1[C:12]2[CH2:13][C:14](=[O:16])[CH2:15][C:11]=2[C:10]([C:17]([NH2:19])=O)=[N:9]1)[C:2]1[CH:7]=[CH:6][CH:5]=[CH:4][CH:3]=1.N1C(Cl)=NC(Cl)=NC=1Cl. Product: [CH2:1]([N:8]1[C:12]2[CH2:13][C:14](=[O:16])[CH2:15][C:11]=2[C:10]([C:17]#[N:19])=[N:9]1)[C:2]1[CH:3]=[CH:4][CH:5]=[CH:6][CH:7]=1. The catalyst class is: 3. (5) Reactant: [CH3:1][N:2]1[CH:6]=[C:5]([C:7]2[C:12]3[N:13]=[C:14](SC)[N:15]=[CH:16][C:11]=3[C:10]([NH2:19])=[N:9][CH:8]=2)[CH:4]=[N:3]1.[C@@H:20]1([NH2:27])[CH2:25][CH2:24][CH2:23][CH2:22][C@@H:21]1[NH2:26]. Product: [NH2:26][C@H:21]1[CH2:22][CH2:23][CH2:24][CH2:25][C@H:20]1[NH:27][C:14]1[N:15]=[CH:16][C:11]2[C:10]([NH2:19])=[N:9][CH:8]=[C:7]([C:5]3[CH:4]=[N:3][N:2]([CH3:1])[CH:6]=3)[C:12]=2[N:13]=1. The catalyst class is: 10.